This data is from Forward reaction prediction with 1.9M reactions from USPTO patents (1976-2016). The task is: Predict the product of the given reaction. (1) Given the reactants [NH2:1][C:2]1[N:7]=[CH:6][C:5]([CH2:8][NH:9][C:10]2[C:19]3[C:18]([CH3:20])=[N:17][CH:16]=[N:15][C:14]=3[N:13]([O:21][CH2:22][C:23]3[CH:28]=[CH:27][CH:26]=[CH:25][CH:24]=3)[C:12](=[O:29])[CH:11]=2)=[CH:4][CH:3]=1.C(N(CC)CC)C.C(Cl)Cl.[CH3:40][S:41](Cl)(=[O:43])=[O:42], predict the reaction product. The product is: [CH2:22]([O:21][N:13]1[C:14]2[N:15]=[CH:16][N:17]=[C:18]([CH3:20])[C:19]=2[C:10]([NH:9][CH2:8][C:5]2[CH:4]=[CH:3][C:2]([N:1]([S:41]([CH3:40])(=[O:43])=[O:42])[S:41]([CH3:40])(=[O:43])=[O:42])=[N:7][CH:6]=2)=[CH:11][C:12]1=[O:29])[C:23]1[CH:24]=[CH:25][CH:26]=[CH:27][CH:28]=1. (2) Given the reactants [CH3:1][O:2][C:3]1[CH:30]=[CH:29][C:6]([CH2:7][N:8]2[CH:12]=[C:11]([C:13]3[CH:14]=[C:15]4[N:20]([C:21]5[CH:22]=[C:23]([CH:25]=[CH:26][C:27]=5[CH3:28])[NH2:24])[CH:19]=[CH:18][N:16]4[N:17]=3)[CH:10]=[N:9]2)=[CH:5][CH:4]=1.[C:31]([C:33]1[CH:34]=[C:35]([CH:39]=[C:40]([S:42]([F:47])([F:46])([F:45])([F:44])[F:43])[CH:41]=1)[C:36](O)=[O:37])#[N:32], predict the reaction product. The product is: [C:31]([C:33]1[CH:34]=[C:35]([CH:39]=[C:40]([S:42]([F:46])([F:47])([F:43])([F:44])[F:45])[CH:41]=1)[C:36]([NH:24][C:23]1[CH:25]=[CH:26][C:27]([CH3:28])=[C:21]([N:20]2[C:15]3[N:16]([N:17]=[C:13]([C:11]4[CH:10]=[N:9][N:8]([CH2:7][C:6]5[CH:5]=[CH:4][C:3]([O:2][CH3:1])=[CH:30][CH:29]=5)[CH:12]=4)[CH:14]=3)[CH:18]=[CH:19]2)[CH:22]=1)=[O:37])#[N:32]. (3) Given the reactants [C:1]([O:4][C:5]1[CH:12]=[CH:11][C:8]([CH:9]=[CH2:10])=[CH:7][CH:6]=1)(=[O:3])[CH3:2].[C:13]([O:18][C:19]([CH3:22])([CH3:21])[CH3:20])(=[O:17])[C:14]([CH3:16])=[CH2:15].[C:23]([O:28][C:29]1[CH:34]=[CH:33][C:32]([C:35]2[CH:40]=[CH:39][CH:38]=[CH:37][CH:36]=2)=[CH:31][CH:30]=1)(=[O:27])[C:24]([CH3:26])=[CH2:25].N(C(C)(C)C(OC)=O)=NC(C)(C)C(OC)=O, predict the reaction product. The product is: [C:1]([O:4][C:5]1[CH:12]=[CH:11][C:8]([CH:9]=[CH2:10])=[CH:7][CH:6]=1)(=[O:3])[CH3:2].[C:13]([O:18][C:19]([CH3:22])([CH3:21])[CH3:20])(=[O:17])[C:14]([CH3:16])=[CH2:15].[C:23]([O:28][C:29]1[CH:34]=[CH:33][C:32]([C:35]2[CH:40]=[CH:39][CH:38]=[CH:37][CH:36]=2)=[CH:31][CH:30]=1)(=[O:27])[C:24]([CH3:26])=[CH2:25]. (4) Given the reactants [CH2:1]([OH:8])[CH2:2][S:3][S:4][CH2:5][CH2:6][OH:7].C(N(CC)CC)C.[CH3:16][S:17](Cl)(=[O:19])=[O:18], predict the reaction product. The product is: [CH3:16][S:17]([O:8][CH2:1][CH2:2][S:3][S:4][CH2:5][CH2:6][O:7][S:17]([CH3:16])(=[O:19])=[O:18])(=[O:19])=[O:18]. (5) The product is: [N:24]1([C:21]2[CH:20]=[CH:19][C:18]([NH:17][C:2]3[N:3]=[C:4]([N:11]4[CH2:16][CH2:15][CH2:14][CH2:13][CH2:12]4)[C:5]4[CH:10]=[CH:9][NH:8][C:6]=4[N:7]=3)=[CH:23][CH:22]=2)[CH2:25][CH2:26][NH:27][CH2:28][CH2:29]1.[N:11]1([C:4]2[C:5]3[CH:10]=[CH:9][NH:8][C:6]=3[N:7]=[C:2]([NH:17][C:18]3[CH:19]=[CH:20][C:21]([N:24]4[CH2:25][CH2:26][N:27]([C:30](=[O:32])[CH3:31])[CH2:28][CH2:29]4)=[CH:22][CH:23]=3)[N:3]=2)[CH2:16][CH2:15][CH2:14][CH2:13][CH2:12]1. Given the reactants Cl[C:2]1[N:3]=[C:4]([N:11]2[CH2:16][CH2:15][CH2:14][CH2:13][CH2:12]2)[C:5]2[CH:10]=[CH:9][NH:8][C:6]=2[N:7]=1.[NH2:17][C:18]1[CH:23]=[CH:22][C:21]([N:24]2[CH2:29][CH2:28][N:27]([C:30](=[O:32])[CH3:31])[CH2:26][CH2:25]2)=[CH:20][CH:19]=1.C[Si](Cl)(C)C, predict the reaction product. (6) Given the reactants Br[C:2]1[CH:3]=[N:4][CH:5]=[CH:6][CH:7]=1.[C:8]([O:12][C:13]([N:15]1[CH2:20][CH2:19][NH:18][CH2:17][CH2:16]1)=[O:14])([CH3:11])([CH3:10])[CH3:9].CC(C)([O-])C.[K+].C1(C)C=CC=CC=1, predict the reaction product. The product is: [NH3:4].[N:4]1[CH:5]=[CH:6][CH:7]=[C:2]([N:18]2[CH2:17][CH2:16][N:15]([C:13]([O:12][C:8]([CH3:11])([CH3:10])[CH3:9])=[O:14])[CH2:20][CH2:19]2)[CH:3]=1. (7) Given the reactants [NH2:1][CH2:2][CH2:3][P:4](=[O:7])([OH:6])[OH:5].[OH-].[K+:9], predict the reaction product. The product is: [K+:9].[K+:9].[NH2:1][CH2:2][CH2:3][P:4](=[O:5])([O-:7])[O-:6].